From a dataset of Catalyst prediction with 721,799 reactions and 888 catalyst types from USPTO. Predict which catalyst facilitates the given reaction. Reactant: [Cl:1][C:2]([F:13])([F:12])[C:3]1[C:11]2[CH2:10][CH2:9][CH2:8][CH2:7][C:6]=2[NH:5][N:4]=1.Br[CH2:15][C:16]([O:18]C(C)(C)C)=[O:17]. Product: [Cl:1][C:2]([F:12])([F:13])[C:3]1[C:11]2[CH2:10][CH2:9][CH2:8][CH2:7][C:6]=2[N:5]([CH2:15][C:16]([OH:18])=[O:17])[N:4]=1.[Cl:1][C:2]([F:12])([F:13])[C:3]1[N:4]([CH2:15][C:16]([OH:18])=[O:17])[N:5]=[C:6]2[C:11]=1[CH2:10][CH2:9][CH2:8][CH2:7]2. The catalyst class is: 37.